From a dataset of Catalyst prediction with 721,799 reactions and 888 catalyst types from USPTO. Predict which catalyst facilitates the given reaction. (1) Reactant: [CH2:1]([NH:3][C:4]([NH:6][C:7]1[N:12]=[CH:11][C:10]([C:13]2[CH:14]=[N:15][CH:16]=[C:17]([C:19]([NH:21][NH2:22])=[O:20])[CH:18]=2)=[C:9]([C:23]2[S:24][CH:25]=[C:26]([C:28]([F:31])([F:30])[F:29])[N:27]=2)[CH:8]=1)=[O:5])[CH3:2].C(=O)([O-])[O-].[K+].[K+].[CH:38]1([C:41](Cl)=[O:42])[CH2:40][CH2:39]1. Product: [CH:38]1([C:41]([NH:22][NH:21][C:19]([C:17]2[CH:18]=[C:13]([C:10]3[CH:11]=[N:12][C:7]([NH:6][C:4]([NH:3][CH2:1][CH3:2])=[O:5])=[CH:8][C:9]=3[C:23]3[S:24][CH:25]=[C:26]([C:28]([F:31])([F:30])[F:29])[N:27]=3)[CH:14]=[N:15][CH:16]=2)=[O:20])=[O:42])[CH2:40][CH2:39]1. The catalyst class is: 10. (2) Reactant: [CH:1]([C:3]1[S:17][C:6]2[O:7][C:8]3[CH:16]=[CH:15][CH:14]=[CH:13][C:9]=3[NH:10][C:11](=[O:12])[C:5]=2[CH:4]=1)=[O:2].[BH4-].[Na+]. Product: [OH:2][CH2:1][C:3]1[S:17][C:6]2[O:7][C:8]3[CH:16]=[CH:15][CH:14]=[CH:13][C:9]=3[NH:10][C:11](=[O:12])[C:5]=2[CH:4]=1. The catalyst class is: 24. (3) Reactant: [CH3:1][C:2]([C:14]1[CH:19]=[CH:18][CH:17]=[C:16]([C:20]2[CH:25]=[CH:24][N:23]=[C:22]3[N:26](C(C4C=CC=CC=4)(C4C=CC=CC=4)C4C=CC=CC=4)[N:27]=[C:28]([C:29]([F:32])([F:31])[F:30])[C:21]=23)[CH:15]=1)([CH2:12][CH3:13])[CH2:3][NH:4]C(=O)OC(C)(C)C.C([SiH](CC)CC)C.C(O)(C(F)(F)F)=O. Product: [CH3:1][C:2]([C:14]1[CH:19]=[CH:18][CH:17]=[C:16]([C:20]2[CH:25]=[CH:24][N:23]=[C:22]3[NH:26][N:27]=[C:28]([C:29]([F:31])([F:32])[F:30])[C:21]=23)[CH:15]=1)([CH2:12][CH3:13])[CH2:3][NH2:4]. The catalyst class is: 2. (4) Reactant: [Cl:1][C:2]1[C:3]([O:22][C:23]2[CH:28]=[CH:27][C:26]([N+:29]([O-])=O)=[CH:25][CH:24]=2)=[N:4][C:5]([NH:8][C:9]2[CH:14]=[CH:13][C:12]([N:15]3[CH2:20][CH2:19][N:18]([CH3:21])[CH2:17][CH2:16]3)=[CH:11][CH:10]=2)=[N:6][CH:7]=1. Product: [NH2:29][C:26]1[CH:27]=[CH:28][C:23]([O:22][C:3]2[C:2]([Cl:1])=[CH:7][N:6]=[C:5]([NH:8][C:9]3[CH:10]=[CH:11][C:12]([N:15]4[CH2:20][CH2:19][N:18]([CH3:21])[CH2:17][CH2:16]4)=[CH:13][CH:14]=3)[N:4]=2)=[CH:24][CH:25]=1. The catalyst class is: 603. (5) Product: [Si:1]([O:18][CH:19]1[CH2:20][N:21]([C:23]2[O:24][CH:25]=[C:26]([C:28]#[N:34])[N:27]=2)[CH2:22]1)([C:14]([CH3:16])([CH3:17])[CH3:15])([C:8]1[CH:13]=[CH:12][CH:11]=[CH:10][CH:9]=1)[C:2]1[CH:7]=[CH:6][CH:5]=[CH:4][CH:3]=1. Reactant: [Si:1]([O:18][CH:19]1[CH2:22][N:21]([C:23]2[O:24][CH:25]=[C:26]([C:28](OCC)=O)[N:27]=2)[CH2:20]1)([C:14]([CH3:17])([CH3:16])[CH3:15])([C:8]1[CH:13]=[CH:12][CH:11]=[CH:10][CH:9]=1)[C:2]1[CH:7]=[CH:6][CH:5]=[CH:4][CH:3]=1.C[NH2:34].C[Al](C)C.C(O)(=O)C. The catalyst class is: 48. (6) Reactant: Br[C:2]1[N:7]=[C:6]([NH:8][C:9](=[O:14])[C:10]([CH3:13])([CH3:12])[CH3:11])[CH:5]=[CH:4][CH:3]=1.[Li]CCCC.[CH:20](=[O:22])[CH3:21]. Product: [OH:22][CH:20]([C:2]1[N:7]=[C:6]([NH:8][C:9](=[O:14])[C:10]([CH3:13])([CH3:12])[CH3:11])[CH:5]=[CH:4][CH:3]=1)[CH3:21]. The catalyst class is: 1.